Dataset: Catalyst prediction with 721,799 reactions and 888 catalyst types from USPTO. Task: Predict which catalyst facilitates the given reaction. (1) Reactant: [CH3:1]N(C)CCO.[CH:7]1[CH:12]=[C:11]2[C:13]3[N:28]=[C:27]([C:10]2=[CH:9][CH:8]=1)[N:26]=[C:25]1[C:29]2[C:34]([C:23](=[N:24]1)[N:22]=[C:21]1[C:35]4[C:40]([C:19](=[N:20]1)[N:18]=[C:17]1[C:41]5[C:46]([C:15](=[N:16]1)[N:14]=3)=[CH:45][CH:44]=[CH:43][CH:42]=5)=[CH:39][CH:38]=[CH:37][CH:36]=4)=[CH:33][CH:32]=[CH:31][CH:30]=2.[Cu:47].Cl.[OH-].[Na+]. Product: [CH:44]1[CH:45]=[C:46]2[C:15]3[N:16]=[C:17]([C:41]2=[CH:42][CH:43]=1)[N:18]=[C:19]1[C:40]2[C:35]([C:21](=[N:20]1)[N:22]=[C:23]1[C:34]4[C:29]([C:25](=[N:24]1)[N:26]=[C:27]1[C:10]5[C:11]([C:13](=[N:28]1)[N:14]=3)=[CH:12][CH:7]=[CH:8][CH:9]=5)=[CH:30][CH:31]=[CH:32][CH:33]=4)=[CH:36][CH:37]=[CH:38][CH:39]=2.[Cu:47].[CH4:1]. The catalyst class is: 6. (2) Reactant: Cl.[Cl:2][C:3]1[CH:4]=[C:5]2[C:9](=[CH:10][CH:11]=1)[NH:8][CH:7]=[C:6]2[CH2:12][CH2:13][NH2:14].[F:15][C:16]1[CH:17]=[C:18]([CH:29]=[CH:30][CH:31]=1)[CH2:19][C:20]1[N:25]=[C:24]([C:26](O)=[O:27])[CH:23]=[CH:22][CH:21]=1.CN(C(ON1N=NC2C=CC=NC1=2)=[N+](C)C)C.F[P-](F)(F)(F)(F)F.C(N(CC)C(C)C)(C)C. Product: [Cl:2][C:3]1[CH:4]=[C:5]2[C:9](=[CH:10][CH:11]=1)[NH:8][CH:7]=[C:6]2[CH2:12][CH2:13][NH:14][C:26](=[O:27])[C:24]1[CH:23]=[CH:22][CH:21]=[C:20]([CH2:19][C:18]2[CH:29]=[CH:30][CH:31]=[C:16]([F:15])[CH:17]=2)[N:25]=1. The catalyst class is: 3. (3) Reactant: [OH-].[Li+].[CH2:3]([O:7][C:8]1[CH:13]=[CH:12][C:11]([S:14]([NH:17][CH2:18][C@H:19]([N:24]2[CH2:29][CH2:28][N:27]([S:30]([CH3:33])(=[O:32])=[O:31])[CH2:26][CH2:25]2)[C:20]([O:22]C)=[O:21])(=[O:16])=[O:15])=[CH:10][CH:9]=1)[C:4]#[C:5][CH3:6]. Product: [CH2:3]([O:7][C:8]1[CH:9]=[CH:10][C:11]([S:14]([NH:17][CH2:18][C@H:19]([N:24]2[CH2:25][CH2:26][N:27]([S:30]([CH3:33])(=[O:31])=[O:32])[CH2:28][CH2:29]2)[C:20]([OH:22])=[O:21])(=[O:16])=[O:15])=[CH:12][CH:13]=1)[C:4]#[C:5][CH3:6]. The catalyst class is: 7. (4) Reactant: [Cl:1][C:2]1[CH:3]=[N+:4]([O-:27])[CH:5]=[C:6]([Cl:26])[C:7]=1[CH2:8][C@@H:9]([C:11]1[CH:16]=[CH:15][C:14]([O:17][CH:18]([F:20])[F:19])=[C:13]([O:21][CH2:22][CH:23]2[CH2:25][CH2:24]2)[CH:12]=1)[OH:10].C(OC([N:35]1[CH2:39][CH2:38][CH2:37][C@H:36]1[C:40](O)=[O:41])=O)(C)(C)C.C(Cl)CCl. Product: [ClH:1].[Cl:1][C:2]1[CH:3]=[N+:4]([O-:27])[CH:5]=[C:6]([Cl:26])[C:7]=1[CH2:8][C@@H:9]([C:11]1[CH:16]=[CH:15][C:14]([O:17][CH:18]([F:20])[F:19])=[C:13]([O:21][CH2:22][CH:23]2[CH2:25][CH2:24]2)[CH:12]=1)[O:10][C:40]([C@@H:36]1[CH2:37][CH2:38][CH2:39][NH:35]1)=[O:41]. The catalyst class is: 241.